Dataset: Peptide-MHC class I binding affinity with 185,985 pairs from IEDB/IMGT. Task: Regression. Given a peptide amino acid sequence and an MHC pseudo amino acid sequence, predict their binding affinity value. This is MHC class I binding data. (1) The peptide sequence is GYIPIERVL. The MHC is HLA-B27:05 with pseudo-sequence HLA-B27:05. The binding affinity (normalized) is 0.0847. (2) The peptide sequence is TSAFNKKTF. The MHC is H-2-Db with pseudo-sequence H-2-Db. The binding affinity (normalized) is 0. (3) The peptide sequence is SVNCFTSLVWAPL. The MHC is HLA-B45:01 with pseudo-sequence HLA-B45:01. The binding affinity (normalized) is 0. (4) The peptide sequence is AFFSDLVKF. The MHC is HLA-B14:02 with pseudo-sequence HLA-B14:02. The binding affinity (normalized) is 0.213. (5) The peptide sequence is FIYTYDRV. The MHC is H-2-Kb with pseudo-sequence H-2-Kb. The binding affinity (normalized) is 0.697. (6) The peptide sequence is VSFIEFVGW. The MHC is HLA-A02:06 with pseudo-sequence HLA-A02:06. The binding affinity (normalized) is 0.128.